This data is from Forward reaction prediction with 1.9M reactions from USPTO patents (1976-2016). The task is: Predict the product of the given reaction. Given the reactants [C:1]([C:3]1[CH:12]=[CH:11][CH:10]=[CH:9][C:4]=1[C:5]([O:7][CH3:8])=[O:6])#[N:2].[ClH:13].O1CCOCC1, predict the reaction product. The product is: [NH2:2][CH2:1][C:3]1[CH:12]=[CH:11][CH:10]=[CH:9][C:4]=1[C:5]([O:7][CH3:8])=[O:6].[ClH:13].